This data is from Forward reaction prediction with 1.9M reactions from USPTO patents (1976-2016). The task is: Predict the product of the given reaction. Given the reactants Cl[C:2]1[CH:11]=[CH:10][N:9]=[C:8]2[C:3]=1[C:4]1[CH:16]=[CH:15][CH:14]=[CH:13][C:5]=1[C:6](=[O:12])[NH:7]2.[C:17]([C:19]1[CH:24]=[CH:23][C:22]([F:25])=[CH:21][C:20]=1[F:26])#[CH:18], predict the reaction product. The product is: [F:26][C:20]1[CH:21]=[C:22]([F:25])[CH:23]=[CH:24][C:19]=1[C:17]#[C:18][C:2]1[CH:11]=[CH:10][N:9]=[C:8]2[C:3]=1[C:4]1[CH:16]=[CH:15][CH:14]=[CH:13][C:5]=1[C:6](=[O:12])[NH:7]2.